The task is: Predict the product of the given reaction.. This data is from Forward reaction prediction with 1.9M reactions from USPTO patents (1976-2016). (1) Given the reactants [C:1]([O:7][C:8]1[C:9]([CH3:18])=[C:10]2[N:15]([CH:16]=1)[N:14]=[CH:13][N:12]=[C:11]2Cl)(=[O:6])[C:2]([CH3:5])([CH3:4])[CH3:3].[F:19][C:20]1[CH:21]=[C:22]([NH:27][C:28]([NH:30][C:31](=[O:39])[CH2:32][C:33]2[CH:38]=[CH:37][CH:36]=[CH:35][CH:34]=2)=[S:29])[CH:23]=[CH:24][C:25]=1[OH:26].C(=O)([O-])[O-].[Cs+].[Cs+], predict the reaction product. The product is: [C:1]([O:7][C:8]1[C:9]([CH3:18])=[C:10]2[N:15]([CH:16]=1)[N:14]=[CH:13][N:12]=[C:11]2[O:26][C:25]1[CH:24]=[CH:23][C:22]([NH:27][C:28]([NH:30][C:31](=[O:39])[CH2:32][C:33]2[CH:34]=[CH:35][CH:36]=[CH:37][CH:38]=2)=[S:29])=[CH:21][C:20]=1[F:19])(=[O:6])[C:2]([CH3:5])([CH3:4])[CH3:3]. (2) Given the reactants [CH3:1][C:2]1[NH:3][CH:4]=[CH:5][N:6]=1.Cl.Cl[CH2:9][CH2:10][NH2:11], predict the reaction product. The product is: [CH3:1][C:2]1[N:3]([CH2:9][CH2:10][NH2:11])[CH:4]=[CH:5][N:6]=1.